Dataset: Reaction yield outcomes from USPTO patents with 853,638 reactions. Task: Predict the reaction yield, written as a fraction of the theoretical maximum amount of product (1.0 means a 100% yield; for example, 0.34 means a 34% yield). The reactants are [Br:1][C:2]1[CH:3]=[C:4]([C:9]2[N:10]=[C:11]3[CH:16]=[CH:15][CH:14]=[CH:13][N:12]3[CH:17]=2)[C:5](O)=[N:6][CH:7]=1.CN([CH:21]=[O:22])C.O=P(Cl)(Cl)[Cl:25]. No catalyst specified. The product is [Br:1][C:2]1[CH:3]=[C:4]([C:9]2[N:10]=[C:11]3[CH:16]=[CH:15][CH:14]=[CH:13][N:12]3[C:17]=2[CH:21]=[O:22])[C:5]([Cl:25])=[N:6][CH:7]=1. The yield is 0.510.